From a dataset of Reaction yield outcomes from USPTO patents with 853,638 reactions. Predict the reaction yield, written as a fraction of the theoretical maximum amount of product (1.0 means a 100% yield; for example, 0.34 means a 34% yield). (1) The reactants are O[N:2]1[C:10]2[C:5](=[CH:6][C:7]([C:11]#[N:12])=[CH:8][CH:9]=2)[C:4]([C:13]2[CH:18]=[CH:17][C:16]([CH2:19][N:20]3[CH2:25][CH2:24][O:23][CH2:22][CH2:21]3)=[CH:15][N:14]=2)=[C:3]1[OH:26].C(O)(C)C. The catalyst is C(O)(=O)C.[Fe]. The product is [OH:26][C:3]1[NH:2][C:10]2[C:5]([C:4]=1[C:13]1[CH:18]=[CH:17][C:16]([CH2:19][N:20]3[CH2:21][CH2:22][O:23][CH2:24][CH2:25]3)=[CH:15][N:14]=1)=[CH:6][C:7]([C:11]#[N:12])=[CH:8][CH:9]=2. The yield is 0.810. (2) The reactants are [OH:1][C:2]1[CH:12]=[CH:11][C:5]([C:6]([O:8][CH2:9][CH3:10])=[O:7])=[CH:4][CH:3]=1.C(=O)([O-])[O-].[K+].[K+].[CH3:19][C:20]([CH3:24])=[CH:21][CH2:22]Cl. The catalyst is C(#N)C. The product is [CH3:19][C:20]([CH3:24])=[CH:21][CH2:22][O:1][C:2]1[CH:3]=[CH:4][C:5]([C:6]([O:8][CH2:9][CH3:10])=[O:7])=[CH:11][CH:12]=1. The yield is 0.950. (3) The reactants are [C:1]1([O:7][C:8](Cl)=[O:9])[CH:6]=[CH:5][CH:4]=[CH:3][CH:2]=1.[Cl:11][C:12]1[N:17]=[CH:16][C:15]([C:18]#[C:19][C:20]2[CH:21]=[C:22]([NH2:26])[CH:23]=[CH:24][CH:25]=2)=[CH:14][N:13]=1.N1C=CC=CC=1. The catalyst is C1COCC1. The product is [Cl:11][C:12]1[N:13]=[CH:14][C:15]([C:18]#[C:19][C:20]2[CH:21]=[C:22]([NH:26][C:8](=[O:9])[O:7][C:1]3[CH:6]=[CH:5][CH:4]=[CH:3][CH:2]=3)[CH:23]=[CH:24][CH:25]=2)=[CH:16][N:17]=1. The yield is 0.980. (4) The reactants are C(OC([N:8]([CH2:44][C:45]1[CH:50]=[CH:49][CH:48]=[C:47]([C:51]([F:54])([F:53])[F:52])[CH:46]=1)[C:9]1[CH:14]=[CH:13][N:12]=[C:11]([C:15]2[CH:20]=[C:19]([N:21]3[CH2:26][CH2:25][CH2:24][CH2:23][CH2:22]3)[CH:18]=[CH:17][C:16]=2[NH:27][C:28]([C:30]2[CH:31]=[C:32]([CH:41]=[CH:42][CH:43]=2)[CH2:33][S:34][CH2:35][CH2:36][C:37]([O:39][CH3:40])=[O:38])=[O:29])[CH:10]=1)=O)(C)(C)C.FC(F)(F)C(O)=O. The catalyst is ClCCl.C([O-])(O)=O.[Na+]. The product is [N:21]1([C:19]2[CH:18]=[CH:17][C:16]([NH:27][C:28]([C:30]3[CH:31]=[C:32]([CH:41]=[CH:42][CH:43]=3)[CH2:33][S:34][CH2:35][CH2:36][C:37]([O:39][CH3:40])=[O:38])=[O:29])=[C:15]([C:11]3[CH:10]=[C:9]([NH:8][CH2:44][C:45]4[CH:50]=[CH:49][CH:48]=[C:47]([C:51]([F:53])([F:54])[F:52])[CH:46]=4)[CH:14]=[CH:13][N:12]=3)[CH:20]=2)[CH2:26][CH2:25][CH2:24][CH2:23][CH2:22]1. The yield is 0.290. (5) The product is [CH2:28]([N:29]1[C:30]2[N:8]=[CH:9][C:10]([C:12]([O:14][CH2:15][CH3:16])=[O:13])=[CH:11][C:5]=2[C:4](=[O:17])[N:3]([CH2:25][CH3:26])[C:31]1=[O:32])[CH3:18]. The yield is 0.471. The reactants are O=C1NC2[N:8]=[CH:9][C:10]([C:12]([O:14][CH2:15][CH3:16])=[O:13])=[CH:11][C:5]=2[C:4](=[O:17])[NH:3]1.[C:18](=O)([O-])[O-].[K+].[K+].I[CH2:25][CH3:26].O.[CH3:28][N:29]([CH:31]=[O:32])[CH3:30]. No catalyst specified. (6) The reactants are [Cl:1][C:2]1[CH:3]=[N:4][CH:5]=[C:6]([F:9])[C:7]=1I.[CH:10]1(B(O)O)[CH2:12][CH2:11]1.C1(P(C2CCCCC2)C2CCCCC2)CCCCC1.[O-]P([O-])([O-])=O.[K+].[K+].[K+]. The catalyst is C1(C)C=CC=CC=1.O.CCOC(C)=O.CC([O-])=O.CC([O-])=O.[Pd+2]. The product is [Cl:1][C:2]1[CH:3]=[N:4][CH:5]=[C:6]([F:9])[C:7]=1[CH:10]1[CH2:12][CH2:11]1. The yield is 0.750. (7) The reactants are [CH2:1]([O:3][CH:4]([O:16][CH2:17][CH3:18])[C:5]1[CH:6]=[CH:7][C:8]([C:11]2[N:12]=[N:13][NH:14][CH:15]=2)=[N:9][CH:10]=1)[CH3:2].[C:19](=O)([O-])[O-].[K+].[K+].IC. The catalyst is C(#N)C. The product is [CH2:17]([O:16][CH:4]([O:3][CH2:1][CH3:2])[C:5]1[CH:6]=[CH:7][C:8]([C:11]2[CH:15]=[N:14][N:13]([CH3:19])[N:12]=2)=[N:9][CH:10]=1)[CH3:18]. The yield is 0.490.